This data is from Catalyst prediction with 721,799 reactions and 888 catalyst types from USPTO. The task is: Predict which catalyst facilitates the given reaction. Reactant: [CH:1]1([CH:4]([C:6]2[CH:11]=[CH:10][CH:9]=[CH:8][CH:7]=2)[OH:5])[CH2:3][CH2:2]1.CC(C)([O-])C.[Cl:17][C:18]1[CH:25]=[C:24](F)[CH:23]=[CH:22][C:19]=1[C:20]#[N:21]. Product: [Cl:17][C:18]1[CH:25]=[C:24]([O:5][CH:4]([CH:1]2[CH2:2][CH2:3]2)[C:6]2[CH:11]=[CH:10][CH:9]=[CH:8][CH:7]=2)[CH:23]=[CH:22][C:19]=1[C:20]#[N:21]. The catalyst class is: 1.